From a dataset of Forward reaction prediction with 1.9M reactions from USPTO patents (1976-2016). Predict the product of the given reaction. (1) The product is: [F:1][C:2]1[CH:3]=[C:4]([C:5]([C:7]2[CH:12]=[CH:11][CH:10]=[CH:9][CH:8]=2)=[N:18][OH:19])[CH:13]=[C:14]([F:16])[CH:15]=1. Given the reactants [F:1][C:2]1[CH:3]=[C:4]([CH:13]=[C:14]([F:16])[CH:15]=1)[C:5]([C:7]1[CH:12]=[CH:11][CH:10]=[CH:9][CH:8]=1)=O.Cl.[NH2:18][OH:19].C(=O)([O-])[O-].[Na+].[Na+], predict the reaction product. (2) Given the reactants C(N(CC)CC)C.[C:8]([O:11][CH2:12][C:13]([CH3:43])([CH3:42])[CH2:14][N:15]1[C:21]2[CH:22]=[CH:23][C:24]([Cl:26])=[CH:25][C:20]=2[C@@H:19]([C:27]2[CH:32]=[CH:31][CH:30]=[C:29]([O:33][CH3:34])[C:28]=2[O:35][CH3:36])[O:18][C@H:17]([CH2:37][C:38]([OH:40])=O)[C:16]1=[O:41])(=[O:10])[CH3:9].ClC(OCC(C)C)=O.Cl.[NH2:53][C:54]1[CH:63]=[CH:62][CH:61]=[C:60]2[C:55]=1[CH:56]=[CH:57][CH:58]=[C:59]2[C:64]([O:66][CH2:67][CH3:68])=[O:65].N1C=CC=CC=1.Cl, predict the reaction product. The product is: [C:8]([O:11][CH2:12][C:13]([CH3:42])([CH3:43])[CH2:14][N:15]1[C:21]2[CH:22]=[CH:23][C:24]([Cl:26])=[CH:25][C:20]=2[C@@H:19]([C:27]2[CH:32]=[CH:31][CH:30]=[C:29]([O:33][CH3:34])[C:28]=2[O:35][CH3:36])[O:18][C@H:17]([CH2:37][C:38]([NH:53][C:54]2[CH:63]=[CH:62][CH:61]=[C:60]3[C:55]=2[CH:56]=[CH:57][CH:58]=[C:59]3[C:64]([O:66][CH2:67][CH3:68])=[O:65])=[O:40])[C:16]1=[O:41])(=[O:10])[CH3:9].